Dataset: Full USPTO retrosynthesis dataset with 1.9M reactions from patents (1976-2016). Task: Predict the reactants needed to synthesize the given product. (1) Given the product [C:1]([N:4]1[C:12]2[C:7](=[CH:8][C:9]([C:13](=[O:14])[CH2:15][C:16]([O:17][CH2:18][CH3:22])=[O:24])=[CH:10][CH:11]=2)[C:6]([CH3:25])=[N:5]1)(=[O:3])[CH3:2], predict the reactants needed to synthesize it. The reactants are: [C:1]([N:4]1[C:12]2[C:7](=[CH:8][C:9]([C:13]([CH:15]3C(=O)O[C:18](C)([CH3:22])[O:17][C:16]3=[O:24])=[O:14])=[CH:10][CH:11]=2)[C:6]([CH3:25])=[N:5]1)(=[O:3])[CH3:2]. (2) Given the product [CH:15]([O:17][C:2]1[N:10]=[CH:9][CH:8]=[CH:7][C:3]=1[C:4]([NH2:6])=[O:5])([CH3:16])[CH3:14], predict the reactants needed to synthesize it. The reactants are: Cl[C:2]1[N:10]=[CH:9][CH:8]=[CH:7][C:3]=1[C:4]([NH2:6])=[O:5].[H-].[Na+].O.[CH3:14][CH:15]([OH:17])[CH3:16]. (3) Given the product [Br:8][C:5]1[CH:6]=[CH:7][C:2]2[N:1]=[C:10]([CH3:11])[O:9][C:3]=2[CH:4]=1, predict the reactants needed to synthesize it. The reactants are: [NH2:1][C:2]1[CH:7]=[CH:6][C:5]([Br:8])=[CH:4][C:3]=1[OH:9].[CH2:10](C(CC)(CC)C([O-])([O-])[O-])[CH3:11].